Predict the reaction yield, written as a fraction of the theoretical maximum amount of product (1.0 means a 100% yield; for example, 0.34 means a 34% yield). From a dataset of Reaction yield outcomes from USPTO patents with 853,638 reactions. (1) The reactants are [Br:1][C:2]1[C:3]([O:18][C:19]2[C:24]([CH3:25])=[CH:23][C:22]([C:26]#[N:27])=[CH:21][C:20]=2[CH3:28])=[N:4][C:5]([NH:9][C:10]2[CH:17]=[CH:16][C:13]([C:14]#[N:15])=[CH:12][CH:11]=2)=[N:6][C:7]=1Cl.[NH3:29].O1CCOCC1. The catalyst is O. The product is [NH2:29][C:7]1[C:2]([Br:1])=[C:3]([O:18][C:19]2[C:24]([CH3:25])=[CH:23][C:22]([C:26]#[N:27])=[CH:21][C:20]=2[CH3:28])[N:4]=[C:5]([NH:9][C:10]2[CH:17]=[CH:16][C:13]([C:14]#[N:15])=[CH:12][CH:11]=2)[N:6]=1. The yield is 0.405. (2) The product is [Cl:13][C:14]1[N:23]=[CH:22][C:21]2[N:20]([CH2:9][C:8]3[CH:11]=[CH:12][C:5]([S:2]([CH3:1])(=[O:4])=[O:3])=[CH:6][CH:7]=3)[CH2:19][C@@H:18]3[CH2:24][O:25][CH2:26][CH2:27][N:17]3[C:16]=2[N:15]=1. The catalyst is CS(C)=O.CCOC(C)=O.O. The yield is 0.320. The reactants are [CH3:1][S:2]([C:5]1[CH:12]=[CH:11][C:8]([CH2:9]Br)=[CH:7][CH:6]=1)(=[O:4])=[O:3].[Cl:13][C:14]1[N:23]=[CH:22][C:21]2[NH:20][CH2:19][C@@H:18]3[CH2:24][O:25][CH2:26][CH2:27][N:17]3[C:16]=2[N:15]=1.CC(C)([O-])C.[K+]. (3) The yield is 0.750. The catalyst is C(OCC)C. The product is [CH3:1][O:2][C:3]1[CH:8]=[CH:7][CH:6]=[CH:5][C:4]=1[CH:9]1[CH2:10][C:11]2[N:12]([CH3:16])[CH:13]=[CH:14][C:15]=2[CH:18]2[CH:19]1[C:20](=[O:22])[NH:21][C:17]2=[O:23]. The reactants are [CH3:1][O:2][C:3]1[CH:8]=[CH:7][CH:6]=[CH:5][C:4]=1[CH:9]=[CH:10][C:11]1[N:12]([CH3:16])[CH:13]=[CH:14][CH:15]=1.[C:17]1(=[O:23])[NH:21][C:20](=[O:22])[CH:19]=[CH:18]1.